This data is from Reaction yield outcomes from USPTO patents with 853,638 reactions. The task is: Predict the reaction yield, written as a fraction of the theoretical maximum amount of product (1.0 means a 100% yield; for example, 0.34 means a 34% yield). (1) The catalyst is O1CCOCC1.O.C1C=CC(P(C2C=CC=CC=2)[C-]2C=CC=C2)=CC=1.C1C=CC(P(C2C=CC=CC=2)[C-]2C=CC=C2)=CC=1.Cl[Pd]Cl.[Fe+2].C(Cl)Cl. The yield is 0.440. The reactants are Br[C:2]1[CH:7]=[CH:6][C:5]([S:8]([N:11]2[CH2:26][CH2:25][C:14]3([O:19][CH2:18][C:17](=[O:20])[N:16]([C:21]4([CH3:24])[CH2:23][CH2:22]4)[CH2:15]3)[CH2:13][CH2:12]2)(=[O:10])=[O:9])=[CH:4][CH:3]=1.CC1(C)C(C)(C)OB([C:35]2[CH:44]=[C:43]3[C:38]([CH:39]=[CH:40][CH:41]=[N:42]3)=[CH:37][CH:36]=2)O1.C(=O)([O-])[O-].[K+].[K+]. The product is [CH3:24][C:21]1([N:16]2[CH2:15][C:14]3([CH2:25][CH2:26][N:11]([S:8]([C:5]4[CH:6]=[CH:7][C:2]([C:35]5[CH:44]=[C:43]6[C:38]([CH:39]=[CH:40][CH:41]=[N:42]6)=[CH:37][CH:36]=5)=[CH:3][CH:4]=4)(=[O:10])=[O:9])[CH2:12][CH2:13]3)[O:19][CH2:18][C:17]2=[O:20])[CH2:23][CH2:22]1. (2) The reactants are [Cl:1][C:2]1[CH:10]=[CH:9][C:8]([N+:11]([O-:13])=[O:12])=[CH:7][C:3]=1[C:4](Cl)=[O:5].C([Sn](CCCC)(CCCC)[C:19]1[O:20][CH:21]=[CH:22][CH:23]=1)CCC. The catalyst is O1CCCC1. The product is [O:20]1[CH:21]=[CH:22][CH:23]=[C:19]1[C:4]([C:3]1[CH:7]=[C:8]([N+:11]([O-:13])=[O:12])[CH:9]=[CH:10][C:2]=1[Cl:1])=[O:5]. The yield is 0.787.